This data is from Catalyst prediction with 721,799 reactions and 888 catalyst types from USPTO. The task is: Predict which catalyst facilitates the given reaction. Reactant: [CH3:1][C:2]([NH:10][C:11](=[O:20])[O:12][CH2:13][C:14]1[CH:19]=[CH:18][CH:17]=[CH:16][CH:15]=1)([C:4]1O[C:7](=O)[S:6][N:5]=1)[CH3:3].[C:21]([O:25][CH3:26])(=[O:24])[C:22]#[CH:23]. Product: [CH2:13]([O:12][C:11]([NH:10][C:2]([C:4]1[C:22]([C:21]([O:25][CH3:26])=[O:24])=[CH:7][S:6][N:5]=1)([CH3:3])[CH3:1])=[O:20])[C:14]1[CH:19]=[CH:18][CH:17]=[CH:16][CH:15]=1.[CH2:13]([O:12][C:11]([NH:10][C:2]([C:4]1[CH:23]=[C:22]([C:21]([O:25][CH3:26])=[O:24])[S:6][N:5]=1)([CH3:3])[CH3:1])=[O:20])[C:14]1[CH:15]=[CH:16][CH:17]=[CH:18][CH:19]=1. The catalyst class is: 262.